Dataset: NCI-60 drug combinations with 297,098 pairs across 59 cell lines. Task: Regression. Given two drug SMILES strings and cell line genomic features, predict the synergy score measuring deviation from expected non-interaction effect. (1) Drug 1: C1C(C(OC1N2C=C(C(=O)NC2=O)F)CO)O. Drug 2: C1CC(C1)(C(=O)O)C(=O)O.[NH2-].[NH2-].[Pt+2]. Cell line: SF-539. Synergy scores: CSS=14.8, Synergy_ZIP=-4.92, Synergy_Bliss=0.835, Synergy_Loewe=-18.7, Synergy_HSA=-0.947. (2) Drug 1: C1C(C(OC1N2C=C(C(=O)NC2=O)F)CO)O. Drug 2: C1=CN(C(=O)N=C1N)C2C(C(C(O2)CO)O)O.Cl. Cell line: HS 578T. Synergy scores: CSS=34.4, Synergy_ZIP=-7.18, Synergy_Bliss=-10.9, Synergy_Loewe=-36.5, Synergy_HSA=-4.55. (3) Drug 1: C1=CN(C=N1)CC(O)(P(=O)(O)O)P(=O)(O)O. Drug 2: CC1C(C(CC(O1)OC2CC(CC3=C2C(=C4C(=C3O)C(=O)C5=C(C4=O)C(=CC=C5)OC)O)(C(=O)CO)O)N)O.Cl. Cell line: UO-31. Synergy scores: CSS=26.6, Synergy_ZIP=-1.97, Synergy_Bliss=0.591, Synergy_Loewe=-11.2, Synergy_HSA=1.63. (4) Drug 1: CC1=C2C(C(=O)C3(C(CC4C(C3C(C(C2(C)C)(CC1OC(=O)C(C(C5=CC=CC=C5)NC(=O)C6=CC=CC=C6)O)O)OC(=O)C7=CC=CC=C7)(CO4)OC(=O)C)O)C)OC(=O)C. Drug 2: CC1C(C(CC(O1)OC2CC(OC(C2O)C)OC3=CC4=CC5=C(C(=O)C(C(C5)C(C(=O)C(C(C)O)O)OC)OC6CC(C(C(O6)C)O)OC7CC(C(C(O7)C)O)OC8CC(C(C(O8)C)O)(C)O)C(=C4C(=C3C)O)O)O)O. Cell line: K-562. Synergy scores: CSS=87.4, Synergy_ZIP=7.02, Synergy_Bliss=6.96, Synergy_Loewe=5.66, Synergy_HSA=6.36. (5) Drug 1: CC1=C2C(C(=O)C3(C(CC4C(C3C(C(C2(C)C)(CC1OC(=O)C(C(C5=CC=CC=C5)NC(=O)C6=CC=CC=C6)O)O)OC(=O)C7=CC=CC=C7)(CO4)OC(=O)C)O)C)OC(=O)C. Drug 2: CN(CCCl)CCCl.Cl. Cell line: UACC-257. Synergy scores: CSS=1.07, Synergy_ZIP=-0.438, Synergy_Bliss=3.64, Synergy_Loewe=-8.41, Synergy_HSA=-1.67. (6) Drug 1: COC1=CC(=CC(=C1O)OC)C2C3C(COC3=O)C(C4=CC5=C(C=C24)OCO5)OC6C(C(C7C(O6)COC(O7)C8=CC=CS8)O)O. Drug 2: CC1=C2C(C(=O)C3(C(CC4C(C3C(C(C2(C)C)(CC1OC(=O)C(C(C5=CC=CC=C5)NC(=O)OC(C)(C)C)O)O)OC(=O)C6=CC=CC=C6)(CO4)OC(=O)C)O)C)O. Cell line: TK-10. Synergy scores: CSS=21.7, Synergy_ZIP=-12.0, Synergy_Bliss=-1.46, Synergy_Loewe=-1.04, Synergy_HSA=0.914. (7) Drug 1: CC1=C(C=C(C=C1)NC2=NC=CC(=N2)N(C)C3=CC4=NN(C(=C4C=C3)C)C)S(=O)(=O)N.Cl. Drug 2: C1C(C(OC1N2C=NC3=C2NC=NCC3O)CO)O. Cell line: MALME-3M. Synergy scores: CSS=11.6, Synergy_ZIP=1.80, Synergy_Bliss=7.30, Synergy_Loewe=7.00, Synergy_HSA=7.59.